Dataset: Forward reaction prediction with 1.9M reactions from USPTO patents (1976-2016). Task: Predict the product of the given reaction. (1) Given the reactants C(OC(=O)[N:7]([CH2:11][C:12]1[CH:13]=[N:14][CH:15]=[C:16]([C:19]2[CH:20]=[C:21]3[C:25](=[CH:26][CH:27]=2)[N:24]([CH2:28][C:29]2[CH:34]=[CH:33][C:32]([O:35][CH3:36])=[CH:31][CH:30]=2)[N:23]=[C:22]3[C:37]#[N:38])[C:17]=1[CH3:18])[CH:8]([CH3:10])[CH3:9])(C)(C)C.C([Li])CCC.CO[CH:47](OC)[CH2:48][NH2:49].COC(OC)C[NH-].[Li+], predict the reaction product. The product is: [NH:49]1[CH:48]=[CH:47][N:38]=[C:37]1[C:22]1[C:21]2[C:25](=[CH:26][CH:27]=[C:19]([C:16]3[C:17]([CH3:18])=[C:12]([CH2:11][NH:7][CH:8]([CH3:9])[CH3:10])[CH:13]=[N:14][CH:15]=3)[CH:20]=2)[N:24]([CH2:28][C:29]2[CH:30]=[CH:31][C:32]([O:35][CH3:36])=[CH:33][CH:34]=2)[N:23]=1. (2) Given the reactants [Cl:1][C:2]1[C:6]([Cl:7])=[C:5]([CH3:8])[NH:4][C:3]=1[C:9]([NH:11][CH:12]1[CH2:17][CH2:16][N:15]([C:18]2[S:19][C:20]([C:31]([O:33]C)=[O:32])=[C:21]([C:23]3[N:24](COC)[CH:25]=[CH:26][N:27]=3)[N:22]=2)[CH2:14]/[C:13]/1=[N:35]\[O:36][CH3:37])=[O:10].[Li+].[I-], predict the reaction product. The product is: [Cl:1][C:2]1[C:6]([Cl:7])=[C:5]([CH3:8])[NH:4][C:3]=1[C:9]([NH:11][CH:12]1[CH2:17][CH2:16][N:15]([C:18]2[S:19][C:20]([C:31]([OH:33])=[O:32])=[C:21]([C:23]3[NH:27][CH:26]=[CH:25][N:24]=3)[N:22]=2)[CH2:14]/[C:13]/1=[N:35]\[O:36][CH3:37])=[O:10]. (3) Given the reactants Cl[C:2]1[C:7]2[O:8][C:9]([C:11]([OH:13])=[O:12])=[CH:10][C:6]=2[C:5](=[O:14])[NH:4][N:3]=1.[CH3:15][O:16][C:17]1[CH:18]=[C:19](B(O)O)[CH:20]=[CH:21][C:22]=1[O:23][CH3:24].C(=O)([O-])[O-].[Na+].[Na+], predict the reaction product. The product is: [CH3:15][O:16][C:17]1[CH:18]=[C:19]([C:2]2[C:7]3[O:8][C:9]([C:11]([OH:13])=[O:12])=[CH:10][C:6]=3[C:5](=[O:14])[NH:4][N:3]=2)[CH:20]=[CH:21][C:22]=1[O:23][CH3:24]. (4) Given the reactants N(/C(OC(C)(C)C)=O)=N\C(OC(C)(C)C)=O.[CH3:17][O:18][C:19]1[CH:20]=[C:21]([OH:28])[CH:22]=[CH:23][C:24]=1[N+:25]([O-:27])=[O:26].O[CH2:30][C:31]([O:33][CH3:34])=[O:32].C1(P(C2C=CC=CC=2)C2C=CC=CC=2)C=CC=CC=1, predict the reaction product. The product is: [CH3:17][O:18][C:19]1[CH:20]=[C:21]([CH:22]=[CH:23][C:24]=1[N+:25]([O-:27])=[O:26])[O:28][CH2:30][C:31]([O:33][CH3:34])=[O:32].